From a dataset of Forward reaction prediction with 1.9M reactions from USPTO patents (1976-2016). Predict the product of the given reaction. (1) Given the reactants [NH2:1][C:2]1[CH:10]=[C:9]([CH3:11])[C:8]2[N:7](C(OC(C)(C)C)=O)[C@H:6]3[CH2:19][CH2:20][N:21](C(OC(C)(C)C)=O)[CH2:22][C@H:5]3[C:4]=2[CH:3]=1.Br[C:31]1[C:36]([Cl:37])=[CH:35][CH:34]=[CH:33][C:32]=1[Cl:38], predict the reaction product. The product is: [Cl:37][C:36]1[CH:35]=[CH:34][CH:33]=[C:32]([Cl:38])[C:31]=1[NH:1][C:2]1[CH:10]=[C:9]([CH3:11])[C:8]2[NH:7][C@H:6]3[CH2:19][CH2:20][NH:21][CH2:22][C@H:5]3[C:4]=2[CH:3]=1. (2) Given the reactants [N:1]1[C:10]2[CH2:9][CH2:8][CH2:7][CH2:6][C:5]=2[CH:4]=[C:3]([C:11]#[N:12])[CH:2]=1.B1([O-])O[O:14]1.O.O.O.O.[Na+], predict the reaction product. The product is: [C:11]([C:3]1[CH:2]=[N+:1]([O-:14])[C:10]2[CH2:9][CH2:8][CH2:7][CH2:6][C:5]=2[CH:4]=1)#[N:12]. (3) Given the reactants N1([C:6]2[CH:7]=[N:8][N:9]3[CH2:14][CH2:13][NH:12][CH2:11][C:10]=23)CCCC1.[F:15][C:16]1([F:22])[CH2:21][CH2:20][NH:19][CH2:18][CH2:17]1, predict the reaction product. The product is: [F:15][C:16]1([F:22])[CH2:21][CH2:20][N:19]([C:6]2[CH:7]=[N:8][N:9]3[CH2:14][CH2:13][NH:12][CH2:11][C:10]=23)[CH2:18][CH2:17]1. (4) Given the reactants [CH3:1][O:2][C:3]1[CH:8]=[CH:7][C:6]([N:9]2[C:18](=[O:19])[C:17]3[C:12](=[CH:13][CH:14]=[CH:15][CH:16]=3)[N:11]=[C:10]2[CH:20]([NH:22][CH3:23])[CH3:21])=[CH:5][CH:4]=1.[C:24]([C:28]1[CH:33]=[CH:32][C:31]([S:34](Cl)(=[O:36])=[O:35])=[CH:30][CH:29]=1)([CH3:27])([CH3:26])[CH3:25].C(O)C(N)(CO)CO, predict the reaction product. The product is: [C:24]([C:28]1[CH:33]=[CH:32][C:31]([S:34]([N:22]([CH:20]([C:10]2[N:9]([C:6]3[CH:7]=[CH:8][C:3]([O:2][CH3:1])=[CH:4][CH:5]=3)[C:18](=[O:19])[C:17]3[C:12](=[CH:13][CH:14]=[CH:15][CH:16]=3)[N:11]=2)[CH3:21])[CH3:23])(=[O:36])=[O:35])=[CH:30][CH:29]=1)([CH3:27])([CH3:25])[CH3:26]. (5) Given the reactants [Cl:1][C:2]1[N:7]=[CH:6][C:5]([OH:8])=[CH:4][N:3]=1.[F:9][C:10]1[CH:15]=[CH:14][C:13](B(O)O)=[CH:12][CH:11]=1.C(N(CC)CC)C, predict the reaction product. The product is: [Cl:1][C:2]1[N:7]=[CH:6][C:5]([O:8][C:13]2[CH:14]=[CH:15][C:10]([F:9])=[CH:11][CH:12]=2)=[CH:4][N:3]=1. (6) Given the reactants Br[C:2]1[N:7]=[C:6]([CH2:8][CH2:9][OH:10])[CH:5]=[CH:4][CH:3]=1.[NH2:11][C:12]1[S:13][C:14]([C:20]2[C:25]([F:26])=[CH:24][C:23]([C:27]([OH:30])([CH3:29])[CH3:28])=[CH:22][C:21]=2[F:31])=[CH:15][C:16]=1[C:17]([NH2:19])=[O:18], predict the reaction product. The product is: [F:31][C:21]1[CH:22]=[C:23]([C:27]([OH:30])([CH3:29])[CH3:28])[CH:24]=[C:25]([F:26])[C:20]=1[C:14]1[S:13][C:12]([NH:11][C:2]2[CH:3]=[CH:4][CH:5]=[C:6]([CH2:8][CH2:9][OH:10])[N:7]=2)=[C:16]([C:17]([NH2:19])=[O:18])[CH:15]=1.